From a dataset of Full USPTO retrosynthesis dataset with 1.9M reactions from patents (1976-2016). Predict the reactants needed to synthesize the given product. (1) The reactants are: [CH2:1]([N:3]1[CH2:9][CH2:8][C:7]2[CH:10]=[C:11]([NH2:14])[CH:12]=[CH:13][C:6]=2[CH2:5][CH2:4]1)[CH3:2].Cl[C:16]1[N:21]=[C:20]([NH:22][CH2:23][CH:24]([NH:26][S:27]([CH3:30])(=[O:29])=[O:28])[CH3:25])[C:19]([Cl:31])=[CH:18][N:17]=1.Cl.O1CCOCC1. Given the product [Cl:31][C:19]1[C:20]([NH:22][CH2:23][CH:24]([NH:26][S:27]([CH3:30])(=[O:29])=[O:28])[CH3:25])=[N:21][C:16]([NH:14][C:11]2[CH:12]=[CH:13][C:6]3[CH2:5][CH2:4][N:3]([CH2:1][CH3:2])[CH2:9][CH2:8][C:7]=3[CH:10]=2)=[N:17][CH:18]=1, predict the reactants needed to synthesize it. (2) Given the product [Br:24][C:19]1[C:20]([CH3:23])=[N:21][O:22][C:18]=1[NH:17][S:2]([C:5]1[S:9][C:8]([C:10]2[CH:15]=[CH:14][CH:13]=[CH:12][C:11]=2[CH3:16])=[CH:7][CH:6]=1)(=[O:4])=[O:3], predict the reactants needed to synthesize it. The reactants are: Cl[S:2]([C:5]1[S:9][C:8]([C:10]2[CH:15]=[CH:14][CH:13]=[CH:12][C:11]=2[CH3:16])=[CH:7][CH:6]=1)(=[O:4])=[O:3].[NH2:17][C:18]1[O:22][N:21]=[C:20]([CH3:23])[C:19]=1[Br:24].